Regression. Given a peptide amino acid sequence and an MHC pseudo amino acid sequence, predict their binding affinity value. This is MHC class I binding data. From a dataset of Peptide-MHC class I binding affinity with 185,985 pairs from IEDB/IMGT. (1) The peptide sequence is HDLMMGYAWI. The MHC is HLA-A24:02 with pseudo-sequence HLA-A24:02. The binding affinity (normalized) is 0.0204. (2) The peptide sequence is KLHRYIDSM. The MHC is HLA-A02:19 with pseudo-sequence HLA-A02:19. The binding affinity (normalized) is 0.0847.